Predict the reactants needed to synthesize the given product. From a dataset of Full USPTO retrosynthesis dataset with 1.9M reactions from patents (1976-2016). The reactants are: C1(S([CH2:10][C:11]2[CH:16]=[CH:15][C:14]([N+]([O-])=O)=[CH:13][C:12]=2[CH:20]2[O:24][CH2:23][CH2:22][O:21]2)(=O)=O)C=CC=CC=1.[N+:25]([C:28]1[CH:29]=[CH:30]C(CS(C2C=CC=CC=2)(=O)=O)=C([CH:35]=1)C=O)([O-:27])=[O:26].C(/C(/C([O-])=O)=[C:49](\CC)/[C:50]([O-])=[O:51])C.C([O-])([O-])=[O:59].[K+].[K+]. Given the product [N+:25]([C:28]1[CH:35]=[C:15]2[C:14](=[CH:30][CH:29]=1)[CH:13]=[C:12]([C:20]([O:21][CH2:22][CH3:23])=[O:24])[C:11]([C:10]([O:51][CH2:50][CH3:49])=[O:59])=[CH:16]2)([O-:27])=[O:26], predict the reactants needed to synthesize it.